This data is from Reaction yield outcomes from USPTO patents with 853,638 reactions. The task is: Predict the reaction yield, written as a fraction of the theoretical maximum amount of product (1.0 means a 100% yield; for example, 0.34 means a 34% yield). (1) The reactants are Cl.C[O:3][C:4](=[O:39])[C:5]1[CH:10]=[CH:9][C:8]([CH2:11][O:12][C:13]2[CH:18]=[CH:17][C:16]([CH2:19][C@H:20]([NH2:38])[C:21]3[N:22]([CH2:34][CH2:35][CH2:36][CH3:37])[CH:23]=[C:24]([C:26]4[CH:31]=[CH:30][C:29]([Cl:32])=[CH:28][C:27]=4[Cl:33])[N:25]=3)=[CH:15][CH:14]=2)=[CH:7][CH:6]=1.[CH:40]12[CH2:46][CH:43]([CH2:44][CH2:45]1)[CH2:42][CH:41]2[CH2:47][C:48](O)=[O:49]. No catalyst specified. The product is [CH:40]12[CH2:46][CH:43]([CH2:44][CH2:45]1)[CH2:42][CH:41]2[CH2:47][C:48]([NH:38][C@H:20]([C:21]1[N:22]([CH2:34][CH2:35][CH2:36][CH3:37])[CH:23]=[C:24]([C:26]2[CH:31]=[CH:30][C:29]([Cl:32])=[CH:28][C:27]=2[Cl:33])[N:25]=1)[CH2:19][C:16]1[CH:15]=[CH:14][C:13]([O:12][CH2:11][C:8]2[CH:9]=[CH:10][C:5]([C:4]([OH:3])=[O:39])=[CH:6][CH:7]=2)=[CH:18][CH:17]=1)=[O:49]. The yield is 0.670. (2) The product is [Cl:1][C:2]1[CH:3]=[C:4]([CH:9]([OH:14])[C:10]([F:11])([F:12])[F:13])[CH:5]=[C:6]([Cl:8])[CH:7]=1. The reactants are [Cl:1][C:2]1[CH:3]=[C:4]([C:9](=[O:14])[C:10]([F:13])([F:12])[F:11])[CH:5]=[C:6]([Cl:8])[CH:7]=1.[BH4-].[Na+].[OH-].[Na+].[NH4+].[Cl-]. The catalyst is CO. The yield is 0.790.